From a dataset of Forward reaction prediction with 1.9M reactions from USPTO patents (1976-2016). Predict the product of the given reaction. (1) Given the reactants Br[C:2]1[CH:3]=[N:4][C:5]([C:8]2[CH:13]=[CH:12][C:11]([CH2:14][C@H:15]([NH:29][C:30]([C:32]3[S:33][C:34]([C:37]([CH3:40])([CH3:39])[CH3:38])=[CH:35][CH:36]=3)=[O:31])[C:16]([N:18]3[CH2:21][CH:20]([C:22]([O:24][C:25]([CH3:28])([CH3:27])[CH3:26])=[O:23])[CH2:19]3)=[O:17])=[CH:10][CH:9]=2)=[N:6][CH:7]=1.[F:41][C:42]1[CH:47]=[C:46]([OH:48])[CH:45]=[CH:44][C:43]=1B(O)O.O.O.O.O.O.O.O.O.O.O.C(=O)([O-])[O-].[Na+].[Na+], predict the reaction product. The product is: [C:37]([C:34]1[S:33][C:32]([C:30]([NH:29][C@@H:15]([CH2:14][C:11]2[CH:12]=[CH:13][C:8]([C:5]3[N:4]=[CH:3][C:2]([C:43]4[CH:44]=[CH:45][C:46]([OH:48])=[CH:47][C:42]=4[F:41])=[CH:7][N:6]=3)=[CH:9][CH:10]=2)[C:16]([N:18]2[CH2:21][CH:20]([C:22]([O:24][C:25]([CH3:28])([CH3:27])[CH3:26])=[O:23])[CH2:19]2)=[O:17])=[O:31])=[CH:36][CH:35]=1)([CH3:40])([CH3:39])[CH3:38]. (2) Given the reactants [O:1]=[C:2]1[NH:7][C:6]2[N:8]=[CH:9][CH:10]=[CH:11][C:5]=2[CH2:4][N:3]1[CH:12]1[CH2:17][CH2:16][N:15](C(OC(C)(C)C)=O)[CH2:14][CH2:13]1.[ClH:25], predict the reaction product. The product is: [ClH:25].[ClH:25].[NH:15]1[CH2:14][CH2:13][CH:12]([N:3]2[CH2:4][C:5]3[CH:11]=[CH:10][CH:9]=[N:8][C:6]=3[NH:7][C:2]2=[O:1])[CH2:17][CH2:16]1.